Dataset: Catalyst prediction with 721,799 reactions and 888 catalyst types from USPTO. Task: Predict which catalyst facilitates the given reaction. (1) Reactant: [Cl:1][C:2]1[CH:14]=[CH:13][C:5]([CH2:6][NH:7][C:8](=[O:12])[CH:9]([CH3:11])[CH3:10])=[CH:4][C:3]=1[NH:15][NH2:16].[CH3:17][C:18]([O:21][C:22](O[C:22]([O:21][C:18]([CH3:20])([CH3:19])[CH3:17])=[O:23])=[O:23])([CH3:20])[CH3:19].C([O-])([O-])=O.[Na+].[Na+].C(#N)C. Product: [Cl:1][C:2]1[CH:14]=[CH:13][C:5]([CH2:6][NH:7][C:8](=[O:12])[CH:9]([CH3:11])[CH3:10])=[CH:4][C:3]=1[NH:15][NH:16][C:22]([O:21][C:18]([CH3:20])([CH3:19])[CH3:17])=[O:23]. The catalyst class is: 6. (2) Reactant: [ClH:1].O1CCOCC1.[OH:8][C:9]1[CH:10]=[C:11]([CH:26]=[CH:27][C:28]=1[C:29](=[O:47])[NH:30][C:31]1[CH:36]=[C:35]([C:37]2[CH:42]=[CH:41][CH:40]=[CH:39][CH:38]=2)[CH:34]=[CH:33][C:32]=1[C:43]([O:45][CH3:46])=[O:44])[O:12][CH:13]1[CH2:18][CH2:17][N:16](C(OC(C)(C)C)=O)[CH2:15][CH2:14]1. Product: [ClH:1].[OH:8][C:9]1[CH:10]=[C:11]([O:12][CH:13]2[CH2:14][CH2:15][NH:16][CH2:17][CH2:18]2)[CH:26]=[CH:27][C:28]=1[C:29]([NH:30][C:31]1[CH:36]=[C:35]([C:37]2[CH:38]=[CH:39][CH:40]=[CH:41][CH:42]=2)[CH:34]=[CH:33][C:32]=1[C:43]([O:45][CH3:46])=[O:44])=[O:47]. The catalyst class is: 13. (3) Reactant: [CH3:1][O:2][C@H:3]1[CH2:11][C:10]2[C:5](=[CH:6][CH:7]=[CH:8][CH:9]=2)[C@H:4]1[NH:12]C(=O)OC(C)(C)C.Cl.C(=O)([O-])[O-].[Na+].[Na+]. Product: [CH3:1][O:2][C@H:3]1[CH2:11][C:10]2[C:5](=[CH:6][CH:7]=[CH:8][CH:9]=2)[C@H:4]1[NH2:12]. The catalyst class is: 38. (4) Reactant: [NH2:1][C:2]1[C:7]2[N:8]=[C:9]([C:11]3[CH:12]=[CH:13][C:14]4[CH:15]=[C:16]5[C:23](=[O:24])[NH:22][CH2:21][C:20]6([CH2:27][CH2:26][CH2:25]6)[N:17]5[C:18]=4[CH:19]=3)[O:10][C:6]=2[CH:5]=[C:4]([CH:28]2[CH2:33][CH2:32][N:31]([CH3:34])[CH2:30][CH2:29]2)[CH:3]=1.C(N(C(C)C)CC)(C)C.[C:44](Cl)(=[O:47])[CH:45]=[CH2:46]. Product: [CH3:34][N:31]1[CH2:32][CH2:33][CH:28]([C:4]2[CH:3]=[C:2]([NH:1][C:44](=[O:47])[CH:45]=[CH2:46])[C:7]3[N:8]=[C:9]([C:11]4[CH:12]=[CH:13][C:14]5[CH:15]=[C:16]6[C:23](=[O:24])[NH:22][CH2:21][C:20]7([CH2:25][CH2:26][CH2:27]7)[N:17]6[C:18]=5[CH:19]=4)[O:10][C:6]=3[CH:5]=2)[CH2:29][CH2:30]1. The catalyst class is: 44. (5) Reactant: [CH:1]1([S:4]([C:7]2[CH:12]=[CH:11][C:10]([CH:13]([CH2:28][CH:29]3[CH2:34][CH2:33][O:32][CH2:31][CH2:30]3)[C:14](=O)[CH2:15][CH2:16][C:17]([C:19]3[S:20][C:21]([CH:24]([OH:26])[CH3:25])=[CH:22][N:23]=3)=O)=[CH:9][CH:8]=2)(=[O:6])=[O:5])[CH2:3][CH2:2]1.C([O-])(=O)C.[NH4+:39].[OH-].[Na+]. Product: [CH:1]1([S:4]([C:7]2[CH:8]=[CH:9][C:10]([CH:13]([C:14]3[NH:39][C:17]([C:19]4[S:20][C:21]([CH:24]([OH:26])[CH3:25])=[CH:22][N:23]=4)=[CH:16][CH:15]=3)[CH2:28][CH:29]3[CH2:34][CH2:33][O:32][CH2:31][CH2:30]3)=[CH:11][CH:12]=2)(=[O:5])=[O:6])[CH2:3][CH2:2]1. The catalyst class is: 15.